This data is from Catalyst prediction with 721,799 reactions and 888 catalyst types from USPTO. The task is: Predict which catalyst facilitates the given reaction. (1) Reactant: C[O:2][C:3]([C:5]1[CH:10]=[CH:9][C:8]([C:11]2[CH:16]=[CH:15][CH:14]=[CH:13][CH:12]=2)=[CH:7][C:6]=1[F:17])=[O:4].[OH-].[Na+].Cl. Product: [F:17][C:6]1[CH:7]=[C:8]([C:11]2[CH:12]=[CH:13][CH:14]=[CH:15][CH:16]=2)[CH:9]=[CH:10][C:5]=1[C:3]([OH:4])=[O:2]. The catalyst class is: 1. (2) Reactant: C([O:3][C:4](=[O:36])[CH2:5][C:6]1[S:10][C:9]([C:11]([C:14]2[C:19]([Cl:20])=[CH:18][C:17]([N:21]3[C:26](=[O:27])[NH:25][C:24](=[O:28])[CH:23]=[N:22]3)=[CH:16][C:15]=2[Cl:29])([CH3:13])[CH3:12])=[N:8][C:7]=1[C:30]1[CH:35]=[CH:34][CH:33]=[CH:32][CH:31]=1)C.[OH-].[Na+].Cl.CCOC(C)=O. Product: [Cl:20][C:19]1[CH:18]=[C:17]([N:21]2[C:26](=[O:27])[NH:25][C:24](=[O:28])[CH:23]=[N:22]2)[CH:16]=[C:15]([Cl:29])[C:14]=1[C:11]([C:9]1[S:10][C:6]([CH2:5][C:4]([OH:36])=[O:3])=[C:7]([C:30]2[CH:31]=[CH:32][CH:33]=[CH:34][CH:35]=2)[N:8]=1)([CH3:13])[CH3:12]. The catalyst class is: 92. (3) Reactant: CO[C:3]([C:5]1[C:10]([NH2:11])=[N:9][CH:8]=[C:7]([C:12]2[CH:17]=[CH:16][CH:15]=[C:14]([CH2:18][NH:19][CH:20]3[C:28]4[C:23](=[CH:24][CH:25]=[CH:26][CH:27]=4)[CH2:22][CH:21]3[OH:29])[CH:13]=2)[N:6]=1)=[O:4].[NH2:30][C@H:31]1[CH2:36][CH2:35][CH2:34][N:33](C(OC(C)(C)C)=O)[CH2:32]1. Product: [NH2:11][C:10]1[C:5]([C:3]([NH:30][C@H:31]2[CH2:36][CH2:35][CH2:34][NH:33][CH2:32]2)=[O:4])=[N:6][C:7]([C:12]2[CH:17]=[CH:16][CH:15]=[C:14]([CH2:18][NH:19][C@@H:20]3[C:28]4[C:23](=[CH:24][CH:25]=[CH:26][CH:27]=4)[CH2:22][C@@H:21]3[OH:29])[CH:13]=2)=[CH:8][N:9]=1. The catalyst class is: 6. (4) Reactant: [F:1][C:2]1[CH:7]=[C:6]([CH:8]=[CH:9][O:10]C)[CH:5]=[CH:4][C:3]=1[C:12]1[S:13][C:14]2[C:19]([N:20]=1)=[CH:18][CH:17]=[C:16]([C:21]1([C:24]3[CH:29]=[CH:28][CH:27]=[CH:26][CH:25]=3)[CH2:23][CH2:22]1)[N:15]=2.Cl. Product: [F:1][C:2]1[CH:7]=[C:6]([CH2:8][CH:9]=[O:10])[CH:5]=[CH:4][C:3]=1[C:12]1[S:13][C:14]2[C:19]([N:20]=1)=[CH:18][CH:17]=[C:16]([C:21]1([C:24]3[CH:25]=[CH:26][CH:27]=[CH:28][CH:29]=3)[CH2:22][CH2:23]1)[N:15]=2. The catalyst class is: 258. (5) Product: [Cl:1][C:2]1[CH:3]=[CH:4][C:5]([CH2:6][NH:7][C:8]([C:10]2[C:19](=[O:20])[C:18]3[C:13](=[CH:14][CH:15]=[C:16]([CH2:21][N:40]4[CH2:45][CH2:44][O:43][CH2:42][CH2:41]4)[CH:17]=3)[N:12]([CH3:23])[N:11]=2)=[O:9])=[CH:24][CH:25]=1. The catalyst class is: 792. Reactant: [Cl:1][C:2]1[CH:25]=[CH:24][C:5]([CH2:6][NH:7][C:8]([C:10]2[C:19](=[O:20])[C:18]3[C:13](=[CH:14][CH:15]=[C:16]([CH2:21]O)[CH:17]=3)[N:12]([CH3:23])[N:11]=2)=[O:9])=[CH:4][CH:3]=1.N1C(C)=CC(C)=CC=1C.CS(Cl)(=O)=O.[NH:40]1[CH2:45][CH2:44][O:43][CH2:42][CH2:41]1. (6) Reactant: Cl.[CH3:2][NH:3][CH:4]1[CH2:9][CH2:8][CH:7]([O:10][C:11]2[C:22]3[C:21]4[C@@H:20]([CH2:23][O:24][CH2:25][C:26]([NH2:28])=[O:27])[CH2:19][CH2:18][C:17]=4[S:16][C:15]=3[N:14]=[CH:13][N:12]=2)[CH2:6][CH2:5]1.C=O.[BH3-][C:32]#N.[Na+]. Product: [CH3:2][N:3]([CH3:32])[CH:4]1[CH2:9][CH2:8][CH:7]([O:10][C:11]2[C:22]3[C:21]4[C@@H:20]([CH2:23][O:24][CH2:25][C:26]([NH2:28])=[O:27])[CH2:19][CH2:18][C:17]=4[S:16][C:15]=3[N:14]=[CH:13][N:12]=2)[CH2:6][CH2:5]1. The catalyst class is: 24.